Predict the reactants needed to synthesize the given product. From a dataset of Full USPTO retrosynthesis dataset with 1.9M reactions from patents (1976-2016). (1) Given the product [CH2:1]([N:8]1[CH2:25][CH2:24][C:11]2([N:15]([C:16]3[CH:17]=[CH:18][CH:19]=[CH:20][CH:21]=3)[C:14](=[O:22])[CH2:13][CH:12]2[OH:23])[CH2:10][CH2:9]1)[C:2]1[CH:3]=[CH:4][CH:5]=[CH:6][CH:7]=1, predict the reactants needed to synthesize it. The reactants are: [CH2:1]([N:8]1[CH2:25][CH2:24][C:11]2([N:15]([C:16]3[CH:21]=[CH:20][CH:19]=[CH:18][CH:17]=3)[C:14](=[O:22])[CH2:13][C:12]2=[O:23])[CH2:10][CH2:9]1)[C:2]1[CH:7]=[CH:6][CH:5]=[CH:4][CH:3]=1.[BH4-].[Na+].O. (2) Given the product [CH3:6][NH:8][C@H:9]1[CH2:10][CH2:11][C@H:12]([C:15]#[C:16][CH2:17][O:18][S:19]([CH3:22])(=[O:21])=[O:20])[CH2:13][CH2:14]1, predict the reactants needed to synthesize it. The reactants are: C(O[C:6]([N:8](C)[C@H:9]1[CH2:14][CH2:13][C@H:12]([C:15]#[C:16][CH2:17][O:18][S:19]([CH3:22])(=[O:21])=[O:20])[CH2:11][CH2:10]1)=O)(C)(C)C.C(O)(C(F)(F)F)=O. (3) Given the product [F:28][CH:2]([F:1])[C:3]1[N:8]=[CH:7][C:6]([CH2:9][O:10][C:11]2[CH:25]=[CH:24][C:14]([CH2:15][NH2:16])=[CH:13][C:12]=2[O:26][CH3:27])=[CH:5][CH:4]=1, predict the reactants needed to synthesize it. The reactants are: [F:1][CH:2]([F:28])[C:3]1[N:8]=[CH:7][C:6]([CH2:9][O:10][C:11]2[CH:25]=[CH:24][C:14]([CH2:15][NH:16]C(=O)OC(C)(C)C)=[CH:13][C:12]=2[O:26][CH3:27])=[CH:5][CH:4]=1.FC(F)(F)C(O)=O. (4) Given the product [CH2:17]([C:20]1[N:24]([CH2:2][C:3]2[CH:8]=[CH:7][C:6]([C:9]3[C:10]([CH:15]=[O:16])=[CH:11][CH:12]=[CH:13][CH:14]=3)=[CH:5][CH:4]=2)[C:23]2[CH:25]=[C:26]([C:30]3[N:34]=[CH:35][N:48]([CH3:49])[CH:47]=3)[CH:27]=[C:28]([CH3:29])[C:22]=2[N:21]=1)[CH2:18][CH3:19], predict the reactants needed to synthesize it. The reactants are: Br[CH2:2][C:3]1[CH:8]=[CH:7][C:6]([C:9]2[CH:14]=[CH:13][CH:12]=[CH:11][C:10]=2[CH:15]=[O:16])=[CH:5][CH:4]=1.[CH2:17]([C:20]1[NH:21][C:22]2[C:28]([CH3:29])=[CH:27][C:26]([C:30]3[N:34]([CH3:35])C4C=CC=CC=4N=3)=[CH:25][C:23]=2[N:24]=1)[CH2:18][CH3:19].C([O-])([O-])=O.[K+].[K+].O.[CH3:47][N:48](C)[C:49](=O)C. (5) Given the product [CH:37]1([CH2:40][O:24][C:22]([C:21]2[N:12]([NH:11][CH3:9])[C:13](=[O:32])[C:14]3[C:19]([C:20]=2[C:25]2[CH:26]=[CH:27][CH:28]=[CH:29][CH:30]=2)=[CH:18][C:17]([Cl:31])=[CH:16][CH:15]=3)=[O:23])[CH2:38][CH2:39][CH2:34][CH2:35][CH2:36]1, predict the reactants needed to synthesize it. The reactants are: C(O[C:9]([N:11](C)[N:12]1[C:21]([C:22]([OH:24])=[O:23])=[C:20]([C:25]2[CH:30]=[CH:29][CH:28]=[CH:27][CH:26]=2)[C:19]2[C:14](=[CH:15][CH:16]=[C:17]([Cl:31])[CH:18]=2)[C:13]1=[O:32])=O)C1C=CC=CC=1.[CH2:34]1[CH2:39][CH2:38][CH:37]([CH2:40]O)[CH2:36][CH2:35]1.